From a dataset of NCI-60 drug combinations with 297,098 pairs across 59 cell lines. Regression. Given two drug SMILES strings and cell line genomic features, predict the synergy score measuring deviation from expected non-interaction effect. (1) Drug 1: CC1=CC2C(CCC3(C2CCC3(C(=O)C)OC(=O)C)C)C4(C1=CC(=O)CC4)C. Drug 2: C1CNP(=O)(OC1)N(CCCl)CCCl. Cell line: RPMI-8226. Synergy scores: CSS=3.50, Synergy_ZIP=-1.03, Synergy_Bliss=2.51, Synergy_Loewe=2.25, Synergy_HSA=3.04. (2) Drug 1: CC1OCC2C(O1)C(C(C(O2)OC3C4COC(=O)C4C(C5=CC6=C(C=C35)OCO6)C7=CC(=C(C(=C7)OC)O)OC)O)O. Drug 2: C1=C(C(=O)NC(=O)N1)N(CCCl)CCCl. Cell line: MALME-3M. Synergy scores: CSS=27.6, Synergy_ZIP=-4.01, Synergy_Bliss=-0.933, Synergy_Loewe=-2.39, Synergy_HSA=2.06.